The task is: Predict the reactants needed to synthesize the given product.. This data is from Full USPTO retrosynthesis dataset with 1.9M reactions from patents (1976-2016). Given the product [ClH:1].[Cl:1][C:2]1[CH:7]=[CH:6][CH:5]=[CH:4][C:3]=1[N:8]1[C:12]([S:13]([C:16]2[CH:21]=[CH:20][CH:19]=[C:18]([CH3:22])[N:17]=2)(=[O:14])=[O:15])=[CH:11][C:10]([CH2:23][NH:24][CH3:25])=[N:9]1, predict the reactants needed to synthesize it. The reactants are: [Cl:1][C:2]1[CH:7]=[CH:6][CH:5]=[CH:4][C:3]=1[N:8]1[C:12]([S:13]([C:16]2[CH:21]=[CH:20][CH:19]=[C:18]([CH3:22])[N:17]=2)(=[O:15])=[O:14])=[CH:11][C:10]([CH2:23][N:24](C)[C:25](=O)OC(C)(C)C)=[N:9]1.C(OCC)(=O)C.Cl.